Task: Predict the product of the given reaction.. Dataset: Forward reaction prediction with 1.9M reactions from USPTO patents (1976-2016) (1) Given the reactants [CH3:1][NH:2][CH2:3][CH2:4][O:5][C:6]1[CH:11]=[CH:10][C:9](/[C:12](/[C:26]2[CH:31]=[CH:30][C:29]([OH:32])=[CH:28][CH:27]=2)=[C:13](\[CH:16]2[CH2:25][CH2:24][C:19]3(OCC[O:20]3)[CH2:18][CH2:17]2)/[CH2:14][CH3:15])=[CH:8][CH:7]=1.Cl.O.C([O-])(O)=O.[Na+], predict the reaction product. The product is: [OH:32][C:29]1[CH:28]=[CH:27][C:26](/[C:12](/[C:9]2[CH:10]=[CH:11][C:6]([O:5][CH2:4][CH2:3][NH:2][CH3:1])=[CH:7][CH:8]=2)=[C:13](/[CH:16]2[CH2:25][CH2:24][C:19](=[O:20])[CH2:18][CH2:17]2)\[CH2:14][CH3:15])=[CH:31][CH:30]=1. (2) Given the reactants [C:1]([C:5]1[CH:10]=[C:9]([Cl:11])[CH:8]=[CH:7][C:6]=1[N:12]1[CH2:17][CH2:16][N:15]([C:18]([C:20]2[N:25]=[CH:24][C:23]([O:26][CH2:27][C:28]([O:30]C)=[O:29])=[CH:22][CH:21]=2)=[O:19])[CH2:14][CH2:13]1)([CH3:4])([CH3:3])[CH3:2].[Li+].[OH-].Cl, predict the reaction product. The product is: [C:1]([C:5]1[CH:10]=[C:9]([Cl:11])[CH:8]=[CH:7][C:6]=1[N:12]1[CH2:17][CH2:16][N:15]([C:18]([C:20]2[N:25]=[CH:24][C:23]([O:26][CH2:27][C:28]([OH:30])=[O:29])=[CH:22][CH:21]=2)=[O:19])[CH2:14][CH2:13]1)([CH3:4])([CH3:2])[CH3:3]. (3) Given the reactants [F:1][C:2]1[CH:3]=[CH:4][C:5]2[N:10]([CH2:11][CH2:12][CH2:13][NH:14][C:15]3[CH:20]=[CH:19][C:18]([CH2:21][C@H:22]([O:28][CH3:29])[C:23]([O:25]CC)=[O:24])=[CH:17][CH:16]=3)[CH2:9][CH2:8][O:7][C:6]=2[CH:30]=1.O.[OH-].[Li+], predict the reaction product. The product is: [F:1][C:2]1[CH:3]=[CH:4][C:5]2[N:10]([CH2:11][CH2:12][CH2:13][NH:14][C:15]3[CH:20]=[CH:19][C:18]([CH2:21][C@H:22]([O:28][CH3:29])[C:23]([OH:25])=[O:24])=[CH:17][CH:16]=3)[CH2:9][CH2:8][O:7][C:6]=2[CH:30]=1. (4) Given the reactants [CH3:1][O:2][C:3]1[CH:4]=[C:5]2[C:10](=[CH:11][C:12]=1[O:13][CH3:14])[N:9]=[CH:8][N:7]=[C:6]2[O:15][C:16]1[CH:17]=[C:18]([CH:20]=[CH:21][CH:22]=1)[NH2:19].[CH:23]([C:26]1[CH:30]=[C:29]([NH:31][C:32](=O)[O:33]C2C=CC=CC=2)[N:28]([C:41]2[CH:42]=[N:43][CH:44]=[CH:45][CH:46]=2)[N:27]=1)([CH3:25])[CH3:24], predict the reaction product. The product is: [CH3:1][O:2][C:3]1[CH:4]=[C:5]2[C:10](=[CH:11][C:12]=1[O:13][CH3:14])[N:9]=[CH:8][N:7]=[C:6]2[O:15][C:16]1[CH:17]=[C:18]([NH:19][C:32]([NH:31][C:29]2[N:28]([C:41]3[CH:42]=[N:43][CH:44]=[CH:45][CH:46]=3)[N:27]=[C:26]([CH:23]([CH3:25])[CH3:24])[CH:30]=2)=[O:33])[CH:20]=[CH:21][CH:22]=1. (5) The product is: [CH3:27][O:26][C:24]([C:20]1[C:17](=[O:16])[O:18][C:13]2[C:14]([C:15]=1[OH:21])=[C:9]([O:8][CH2:1][C:2]1[CH:3]=[CH:4][CH:5]=[CH:6][CH:7]=1)[CH:10]=[CH:11][CH:12]=2)=[O:25]. Given the reactants [CH2:1]([O:8][C:9]1[C:14]2[C:15](=[O:21])[O:16][C:17]([CH3:20])(C)[O:18][C:13]=2[CH:12]=[CH:11][CH:10]=1)[C:2]1[CH:7]=[CH:6][CH:5]=[CH:4][CH:3]=1.[C:24]([O:26][CH3:27])(=[O:25])C[C:24]([O:26][CH3:27])=[O:25].[H-].[Na+].Cl, predict the reaction product. (6) Given the reactants [Br:1][C:2]1[CH:8]=[CH:7][C:5]([NH2:6])=[CH:4][CH:3]=1.[C:9]([N:16]1[CH2:21][CH2:20][C:19](=O)[CH2:18][CH2:17]1)([O:11][C:12]([CH3:15])([CH3:14])[CH3:13])=[O:10], predict the reaction product. The product is: [C:12]([O:11][C:9]([N:16]1[CH2:21][CH2:20][CH:19]([NH:6][C:5]2[CH:7]=[CH:8][C:2]([Br:1])=[CH:3][CH:4]=2)[CH2:18][CH2:17]1)=[O:10])([CH3:15])([CH3:13])[CH3:14]. (7) Given the reactants [CH3:1][N:2]1[CH2:15][CH2:14][C:13]2[C:12]3[CH:11]=[C:10]([CH3:16])[CH:9]=[CH:8][C:7]=3[NH:6][C:5]=2[CH2:4][CH2:3]1.N1CCC[C@H]1C(O)=O.[O-]P([O-])([O-])=O.[K+].[K+].[K+].Cl[CH2:34][C:35]([NH:37][C:38]1[CH:43]=[CH:42][C:41]([F:44])=[CH:40][CH:39]=1)=[O:36], predict the reaction product. The product is: [CH3:1][N:2]1[CH2:15][CH2:14][C:13]2[C:12]3[CH:11]=[C:10]([CH3:16])[CH:9]=[CH:8][C:7]=3[N:6]([CH2:34][C:35]([NH:37][C:38]3[CH:43]=[CH:42][C:41]([F:44])=[CH:40][CH:39]=3)=[O:36])[C:5]=2[CH2:4][CH2:3]1.